From a dataset of Peptide-MHC class I binding affinity with 185,985 pairs from IEDB/IMGT. Regression. Given a peptide amino acid sequence and an MHC pseudo amino acid sequence, predict their binding affinity value. This is MHC class I binding data. (1) The peptide sequence is TGGPIYRRR. The MHC is HLA-A68:01 with pseudo-sequence HLA-A68:01. The binding affinity (normalized) is 0.380. (2) The MHC is BoLA-D18.4 with pseudo-sequence BoLA-D18.4. The peptide sequence is MQRSGMLSL. The binding affinity (normalized) is 0.628. (3) The peptide sequence is LPCRIKQII. The MHC is HLA-A33:01 with pseudo-sequence HLA-A33:01. The binding affinity (normalized) is 0. (4) The peptide sequence is YVSVMNFIPI. The MHC is HLA-A02:03 with pseudo-sequence HLA-A02:03. The binding affinity (normalized) is 0.536. (5) The peptide sequence is ITTQWHLDM. The MHC is HLA-A26:01 with pseudo-sequence HLA-A26:01. The binding affinity (normalized) is 0.0847.